Dataset: Full USPTO retrosynthesis dataset with 1.9M reactions from patents (1976-2016). Task: Predict the reactants needed to synthesize the given product. Given the product [CH2:60]([O:59][C:55]1[CH:56]=[CH:57][CH:58]=[C:53](/[CH:52]=[CH:51]/[CH2:50][O:49]/[CH:46]=[CH:47]/[CH3:48])[CH:54]=1)[C:61]1[CH:62]=[CH:63][CH:64]=[CH:65][CH:66]=1, predict the reactants needed to synthesize it. The reactants are: C1(P(C2CCCCC2)C2CCCCC2)CCCCC1.C1([B-](C2C=CC=CC=2)(C2C=CC=CC=2)C2C=CC=CC=2)C=CC=CC=1.[Na+].[CH2:46]([O:49][CH2:50]/[CH:51]=[CH:52]/[C:53]1[CH:58]=[CH:57][CH:56]=[C:55]([O:59][CH2:60][C:61]2[CH:66]=[CH:65][CH:64]=[CH:63][CH:62]=2)[CH:54]=1)[CH:47]=[CH2:48].